From a dataset of CYP3A4 inhibition data for predicting drug metabolism from PubChem BioAssay. Regression/Classification. Given a drug SMILES string, predict its absorption, distribution, metabolism, or excretion properties. Task type varies by dataset: regression for continuous measurements (e.g., permeability, clearance, half-life) or binary classification for categorical outcomes (e.g., BBB penetration, CYP inhibition). Dataset: cyp3a4_veith. (1) The molecule is COc1ccc(OCC(=O)NNC(=O)c2ccc(-c3ccccc3)cc2)cc1. The result is 0 (non-inhibitor). (2) The result is 0 (non-inhibitor). The compound is COn1c(SCc2cccc(Cl)c2)nc2ccccc2c1=O. (3) The compound is CC1=N/C(=C\c2ccc([N+](=O)[O-])cc2)C(=O)N1c1ccc(Br)c(C)c1. The result is 1 (inhibitor). (4) The compound is COCCn1c(=O)c(-c2ccccc2)nc2cnc(Nc3ccccc3)nc21. The result is 1 (inhibitor). (5) The compound is CCOc1ccc(N(C(=O)/C=C/C(=O)Nc2cc(C)on2)C(C(=O)NC2CCCC2)c2ccccc2C)cc1. The result is 1 (inhibitor).